From a dataset of NCI-60 drug combinations with 297,098 pairs across 59 cell lines. Regression. Given two drug SMILES strings and cell line genomic features, predict the synergy score measuring deviation from expected non-interaction effect. (1) Drug 1: CNC(=O)C1=CC=CC=C1SC2=CC3=C(C=C2)C(=NN3)C=CC4=CC=CC=N4. Drug 2: C1CC(C1)(C(=O)O)C(=O)O.[NH2-].[NH2-].[Pt+2]. Cell line: SNB-19. Synergy scores: CSS=35.8, Synergy_ZIP=-1.82, Synergy_Bliss=2.76, Synergy_Loewe=3.31, Synergy_HSA=3.50. (2) Drug 1: C1=CC=C(C=C1)NC(=O)CCCCCCC(=O)NO. Drug 2: CN(C(=O)NC(C=O)C(C(C(CO)O)O)O)N=O. Cell line: UACC-257. Synergy scores: CSS=9.32, Synergy_ZIP=-5.42, Synergy_Bliss=1.73, Synergy_Loewe=-21.0, Synergy_HSA=-0.774. (3) Drug 1: CS(=O)(=O)C1=CC(=C(C=C1)C(=O)NC2=CC(=C(C=C2)Cl)C3=CC=CC=N3)Cl. Drug 2: CC(C)(C#N)C1=CC(=CC(=C1)CN2C=NC=N2)C(C)(C)C#N. Cell line: RPMI-8226. Synergy scores: CSS=-8.68, Synergy_ZIP=5.72, Synergy_Bliss=3.32, Synergy_Loewe=-2.86, Synergy_HSA=-4.82. (4) Drug 1: CC1C(C(CC(O1)OC2CC(CC3=C2C(=C4C(=C3O)C(=O)C5=C(C4=O)C(=CC=C5)OC)O)(C(=O)C)O)N)O.Cl. Drug 2: C#CCC(CC1=CN=C2C(=N1)C(=NC(=N2)N)N)C3=CC=C(C=C3)C(=O)NC(CCC(=O)O)C(=O)O. Cell line: BT-549. Synergy scores: CSS=9.79, Synergy_ZIP=-6.75, Synergy_Bliss=0.132, Synergy_Loewe=0.761, Synergy_HSA=0.0382.